Dataset: Forward reaction prediction with 1.9M reactions from USPTO patents (1976-2016). Task: Predict the product of the given reaction. Given the reactants [C:1]12([NH:7][C:8]3[C:13]([C:14]#[N:15])=[CH:12][N:11]=[C:10]([S:16][CH3:17])[N:9]=3)[CH2:6][CH:4]([CH2:5]1)[CH2:3][CH2:2]2.[OH:18]O.[OH-].[Na+], predict the reaction product. The product is: [C:1]12([NH:7][C:8]3[C:13]([C:14]([NH2:15])=[O:18])=[CH:12][N:11]=[C:10]([S:16][CH3:17])[N:9]=3)[CH2:5][CH:4]([CH2:6]1)[CH2:3][CH2:2]2.